Task: Predict which catalyst facilitates the given reaction.. Dataset: Catalyst prediction with 721,799 reactions and 888 catalyst types from USPTO (1) Reactant: [Br:1][C:2]1[CH:3]=[C:4]2[C:9](=[CH:10][CH:11]=1)[O:8][CH2:7][CH2:6][CH:5]2O.CC1C=CC(S(O)(=O)=O)=CC=1. Product: [Br:1][C:2]1[CH:3]=[C:4]2[C:9](=[CH:10][CH:11]=1)[O:8][CH2:7][CH:6]=[CH:5]2. The catalyst class is: 11. (2) The catalyst class is: 55. Product: [F:1][C:2]1[CH:30]=[CH:29][CH:28]=[CH:27][C:3]=1[C:4]([NH:6][C:7]1[CH:19]=[C:18]([O:20][C:21]2[CH:26]=[CH:25][CH:24]=[CH:23][CH:22]=2)[CH:17]=[CH:16][C:8]=1[C:9]([OH:11])=[O:10])=[O:5]. Reactant: [F:1][C:2]1[CH:30]=[CH:29][CH:28]=[CH:27][C:3]=1[C:4]([NH:6][C:7]1[CH:19]=[C:18]([O:20][C:21]2[CH:26]=[CH:25][CH:24]=[CH:23][CH:22]=2)[CH:17]=[CH:16][C:8]=1[C:9]([O:11]C(C)(C)C)=[O:10])=[O:5]. (3) Reactant: [Br:1][C:2]1[CH:7]=[C:6]([C:8]([F:11])([F:10])[F:9])[CH:5]=[CH:4][C:3]=1[S:12][CH2:13][C:14]1[CH:19]=[CH:18][N:17]=[CH:16][CH:15]=1.[OH:20]OS([O-])=O.[K+].[OH2:26].C([O-])([O-])=O.[K+].[K+]. Product: [Br:1][C:2]1[CH:7]=[C:6]([C:8]([F:9])([F:10])[F:11])[CH:5]=[CH:4][C:3]=1[S:12]([CH2:13][C:14]1[CH:15]=[CH:16][N:17]=[CH:18][CH:19]=1)(=[O:20])=[O:26]. The catalyst class is: 24. (4) Reactant: [CH3:1][O:2][C:3]1[CH:4]=[C:5]([NH:11][CH2:12][C:13]2[C:14]([NH2:21])=[N:15][C:16]([S:19][CH3:20])=[N:17][CH:18]=2)[CH:6]=[C:7]([O:9][CH3:10])[CH:8]=1.[N:22]#[C:23]Br. Product: [CH3:10][O:9][C:7]1[CH:6]=[C:5]([N:11]2[CH2:12][C:13]3[C:14](=[N:15][C:16]([S:19][CH3:20])=[N:17][CH:18]=3)[N:21]=[C:23]2[NH2:22])[CH:4]=[C:3]([O:2][CH3:1])[CH:8]=1. The catalyst class is: 9. (5) Reactant: [Cl:1][C:2]1[CH:10]=[CH:9][C:5]([C:6](O)=[O:7])=[CH:4][N:3]=1.CN([C:14]([O:18][N:19]1N=NC2C=CC=C[C:20]1=2)=[N+](C)C)C.[B-](F)(F)(F)F.C(N(C(C)C)CC)(C)C.Cl.COCN. Product: [Cl:1][C:2]1[CH:10]=[CH:9][C:5]([C:6]([N:19]([O:18][CH3:14])[CH3:20])=[O:7])=[CH:4][N:3]=1. The catalyst class is: 163. (6) Reactant: [Mg].Br[C:3]1[CH:4]=[C:5]([O:9][CH3:10])[CH:6]=[CH:7][CH:8]=1.[CH2:11]1[O:21][C:14]2([CH2:19][CH2:18][C:17](=[O:20])[CH2:16][CH2:15]2)[O:13][CH2:12]1.Cl. Product: [CH2:12]1[O:13][C:14]2([CH2:15][CH2:16][C:17]([OH:20])([C:3]3[CH:8]=[CH:7][CH:6]=[C:5]([O:9][CH3:10])[CH:4]=3)[CH2:18][CH2:19]2)[O:21][CH2:11]1. The catalyst class is: 28. (7) Reactant: [F:1][C:2]1[CH:3]=[C:4]([NH:9][C:10](=O)OCC(C)C)[CH:5]=[CH:6][C:7]=1[I:8].C[Si](C)(C)[N-][Si](C)(C)C.[Li+].[C:27]([O:32][CH2:33][C@@H:34]1[O:36]C1)(=[O:31])CCC. Product: [F:1][C:2]1[CH:3]=[C:4]([N:9]2[CH2:10][C@H:33]([CH2:34][OH:36])[O:32][C:27]2=[O:31])[CH:5]=[CH:6][C:7]=1[I:8]. The catalyst class is: 7. (8) Reactant: [CH2:1]([O:3][C:4]1[CH:13]=[CH:12][C:11]([N+:14]([O-:16])=[O:15])=[CH:10][C:5]=1[C:6](OC)=[O:7])[CH3:2].[NH2:17][OH:18]. Product: [CH2:1]([O:3][C:4]1[CH:13]=[CH:12][C:11]([N+:14]([O-:16])=[O:15])=[CH:10][C:5]=1[C:6]([NH:17][OH:18])=[O:7])[CH3:2]. The catalyst class is: 5. (9) Reactant: [C:1]1([C:7]2[CH:11]=[C:10]([O:12][CH2:13][C:14]#[N:15])[NH:9][N:8]=2)[CH:6]=[CH:5][CH:4]=[CH:3][CH:2]=1.[Br:16]Br. Product: [Br:16][C:11]1[C:7]([C:1]2[CH:2]=[CH:3][CH:4]=[CH:5][CH:6]=2)=[N:8][NH:9][C:10]=1[O:12][CH2:13][C:14]#[N:15]. The catalyst class is: 4. (10) Reactant: [OH:1][C:2]1[CH:7]=[CH:6][C:5]([C:8]2[CH:13]=[CH:12][N+:11]([O-:14])=[C:10]([CH3:15])[CH:9]=2)=[CH:4][CH:3]=1.C(=O)([O-])[O-].[K+].[K+].Cl.CS(O[CH2:28][CH2:29][CH2:30][N:31]1[CH2:36][CH2:35][CH2:34][C@H:33]([CH3:37])[CH2:32]1)(=O)=O.O. Product: [CH3:15][C:10]1[CH:9]=[C:8]([C:5]2[CH:4]=[CH:3][C:2]([O:1][CH2:28][CH2:29][CH2:30][N:31]3[CH2:36][CH2:35][CH2:34][C@H:33]([CH3:37])[CH2:32]3)=[CH:7][CH:6]=2)[CH:13]=[CH:12][N+:11]=1[O-:14]. The catalyst class is: 9.